From a dataset of Peptide-MHC class I binding affinity with 185,985 pairs from IEDB/IMGT. Regression. Given a peptide amino acid sequence and an MHC pseudo amino acid sequence, predict their binding affinity value. This is MHC class I binding data. (1) The peptide sequence is YSHYSHNPK. The MHC is HLA-B40:01 with pseudo-sequence HLA-B40:01. The binding affinity (normalized) is 0.0847. (2) The peptide sequence is AIIRIAQQL. The MHC is HLA-A02:01 with pseudo-sequence HLA-A02:01. The binding affinity (normalized) is 0.0518.